The task is: Predict the reaction yield, written as a fraction of the theoretical maximum amount of product (1.0 means a 100% yield; for example, 0.34 means a 34% yield).. This data is from Reaction yield outcomes from USPTO patents with 853,638 reactions. (1) The reactants are [CH2:1]([O:3][C:4](=[O:16])[CH2:5][O:6][C:7]1[CH:12]=[C:11]([Cl:13])[CH:10]=[CH:9][C:8]=1[CH2:14][OH:15])[CH3:2]. The catalyst is C(Cl)(Cl)Cl.[Mn+4]. The product is [CH2:1]([O:3][C:4](=[O:16])[CH2:5][O:6][C:7]1[CH:12]=[C:11]([Cl:13])[CH:10]=[CH:9][C:8]=1[CH:14]=[O:15])[CH3:2]. The yield is 0.900. (2) The reactants are [CH3:1][O:2][C:3]1[CH:4]=[C:5]([NH:9][CH:10]([C:28]2[CH:33]=[CH:32][CH:31]=[CH:30][CH:29]=2)[C:11]([C:13]2[C:21]3[C:16](=[CH:17][CH:18]=[CH:19][CH:20]=3)[N:15]([CH2:22][C:23]([O:25]CC)=[O:24])[CH:14]=2)=[O:12])[CH:6]=[CH:7][CH:8]=1.[OH-].[Na+]. The catalyst is C(O)C. The product is [CH3:1][O:2][C:3]1[CH:4]=[C:5]([NH:9][CH:10]([C:28]2[CH:33]=[CH:32][CH:31]=[CH:30][CH:29]=2)[C:11]([C:13]2[C:21]3[C:16](=[CH:17][CH:18]=[CH:19][CH:20]=3)[N:15]([CH2:22][C:23]([OH:25])=[O:24])[CH:14]=2)=[O:12])[CH:6]=[CH:7][CH:8]=1. The yield is 0.550. (3) The reactants are [C:1]1(=[C:9]([C:25]2[CH:30]=[CH:29][C:28]([OH:31])=[CH:27][CH:26]=2)[C:10]2[CH:15]=[CH:14][C:13](/[CH:16]=[CH:17]/[C:18]([O:20]C(C)(C)C)=[O:19])=[CH:12][CH:11]=2)[CH2:8][CH2:7][CH2:6][CH2:5][CH2:4][CH2:3][CH2:2]1. The catalyst is C(Cl)Cl.FC(F)(F)C(O)=O. The product is [C:1]1(=[C:9]([C:25]2[CH:30]=[CH:29][C:28]([OH:31])=[CH:27][CH:26]=2)[C:10]2[CH:15]=[CH:14][C:13](/[CH:16]=[CH:17]/[C:18]([OH:20])=[O:19])=[CH:12][CH:11]=2)[CH2:8][CH2:7][CH2:6][CH2:5][CH2:4][CH2:3][CH2:2]1. The yield is 0.250.